This data is from Forward reaction prediction with 1.9M reactions from USPTO patents (1976-2016). The task is: Predict the product of the given reaction. (1) Given the reactants C([O:3][C:4]([C:6]1[N:7]=[C:8]([CH3:11])[S:9][CH:10]=1)=[O:5])C.[OH-].[Na+], predict the reaction product. The product is: [CH3:11][C:8]1[S:9][CH:10]=[C:6]([C:4]([OH:5])=[O:3])[N:7]=1. (2) Given the reactants [NH2:1][C:2]1[N:3]=[C:4]([NH2:22])[C:5]2[C:10]([CH2:11][CH2:12][CH2:13][C:14]3[CH:15]=[C:16]([C:19]([OH:21])=O)[S:17][CH:18]=3)=[CH:9][O:8][C:6]=2[N:7]=1.CN1CCOCC1.ClC1N=C(OC)N=C(OC)N=1.Cl.[CH2:42]([O:44][C:45](=[O:55])[C@H:46]([CH2:48][CH2:49][C:50]([O:52][CH2:53][CH3:54])=[O:51])[NH2:47])[CH3:43], predict the reaction product. The product is: [CH2:42]([O:44][C:45](=[O:55])[C@@H:46]([NH:47][C:19]([C:16]1[S:17][CH:18]=[C:14]([CH2:13][CH2:12][CH2:11][C:10]2[C:5]3[C:4]([NH2:22])=[N:3][C:2]([NH2:1])=[N:7][C:6]=3[O:8][CH:9]=2)[CH:15]=1)=[O:21])[CH2:48][CH2:49][C:50]([O:52][CH2:53][CH3:54])=[O:51])[CH3:43]. (3) Given the reactants [Cl:1][C:2]1[CH:7]=[CH:6][C:5]([C:8]2[NH:9][C:10]3[C:15]([C:16]=2[CH2:17][C:18](O)=[O:19])=[CH:14][CH:13]=[CH:12][CH:11]=3)=[CH:4][C:3]=1[S:21](=[O:30])(=[O:29])[NH:22][CH:23]1[CH2:28][CH2:27][CH2:26][CH2:25][CH2:24]1.Cl.CN(C)CCCN=C=NCC.CN(C1C=CC=CN=1)C.[CH3:52][S:53]([NH2:56])(=[O:55])=[O:54], predict the reaction product. The product is: [Cl:1][C:2]1[CH:7]=[CH:6][C:5]([C:8]2[NH:9][C:10]3[C:15]([C:16]=2[CH2:17][C:18]([NH:56][S:53]([CH3:52])(=[O:55])=[O:54])=[O:19])=[CH:14][CH:13]=[CH:12][CH:11]=3)=[CH:4][C:3]=1[S:21]([NH:22][CH:23]1[CH2:24][CH2:25][CH2:26][CH2:27][CH2:28]1)(=[O:30])=[O:29]. (4) Given the reactants [CH:1]1([C:4]2[N:5]([CH3:12])[CH:6]=[C:7]([C:9]([OH:11])=O)[N:8]=2)[CH2:3][CH2:2]1.[NH2:13][C@@H:14]([CH3:31])[CH2:15][N:16]1[CH:20]=[CH:19][C:18]([C:21]2[CH:28]=[C:27]([F:29])[C:24]([C:25]#[N:26])=[C:23]([Cl:30])[CH:22]=2)=[N:17]1, predict the reaction product. The product is: [Cl:30][C:23]1[CH:22]=[C:21]([C:18]2[CH:19]=[CH:20][N:16]([CH2:15][C@@H:14]([NH:13][C:9]([C:7]3[N:8]=[C:4]([CH:1]4[CH2:2][CH2:3]4)[N:5]([CH3:12])[CH:6]=3)=[O:11])[CH3:31])[N:17]=2)[CH:28]=[C:27]([F:29])[C:24]=1[C:25]#[N:26]. (5) Given the reactants [CH3:1][C:2]1[O:6][C:5]([C:7]2[CH:12]=[CH:11][CH:10]=[CH:9][CH:8]=2)=[N:4][C:3]=1[CH2:13][CH2:14][O:15]S(C1C=CC(C)=CC=1)(=O)=O.C([O:28][C:29](=[O:51])[C:30]([CH3:50])([O:39][C:40]1[CH:41]=[C:42]2[C:47](=[CH:48][CH:49]=1)[N:46]=[CH:45][CH:44]=[CH:43]2)[CH2:31][C:32]1[CH:37]=[CH:36][C:35](O)=[CH:34][CH:33]=1)C.C([O-])([O-])=O.[K+].[K+].[OH-].[Na+], predict the reaction product. The product is: [CH3:50][C:30]([O:39][C:40]1[CH:41]=[C:42]2[C:47](=[CH:48][CH:49]=1)[N:46]=[CH:45][CH:44]=[CH:43]2)([CH2:31][C:32]1[CH:33]=[CH:34][C:35]([O:15][CH2:14][CH2:13][C:3]2[N:4]=[C:5]([C:7]3[CH:8]=[CH:9][CH:10]=[CH:11][CH:12]=3)[O:6][C:2]=2[CH3:1])=[CH:36][CH:37]=1)[C:29]([OH:51])=[O:28]. (6) Given the reactants [S:1]1[CH2:5][CH2:4][N:3]2[C:6]3[CH:12]=[CH:11][C:10](C=O)=[CH:9][C:7]=3[N:8]=[C:2]12.[Br-].[Mg+2].[Br-].[N+:18]([C:21]1[CH:39]=[CH:38][C:24]([CH2:25][O:26][C:27]([C:29]2[N:30]3[CH:33]([S:34][CH:35]=2)[CH:32]([Br:36])[C:31]3=[O:37])=[O:28])=[CH:23][CH:22]=1)([O-:20])=[O:19].[C:40]([O:43][C:44](=O)C)(=[O:42])[CH3:41], predict the reaction product. The product is: [N+:18]([C:21]1[CH:39]=[CH:38][C:24]([CH2:25][O:26][C:27]([C:29]2[N:30]3[CH:33]([S:34][CH:35]=2)[C:32]([CH:44]([O:43][C:40](=[O:42])[CH3:41])[C:11]2[CH:10]=[CH:9][C:7]4[N:8]=[C:2]5[N:3]([C:6]=4[CH:12]=2)[CH2:4][CH2:5][S:1]5)([Br:36])[C:31]3=[O:37])=[O:28])=[CH:23][CH:22]=1)([O-:20])=[O:19].